The task is: Predict which catalyst facilitates the given reaction.. This data is from Catalyst prediction with 721,799 reactions and 888 catalyst types from USPTO. (1) Reactant: [CH3:1]C(C)([O-])C.[K+].[CH3:7][C@@:8]12[C:24](=O)[CH2:23][CH2:22][C@H:21]1[C@H:20]1[C@@H:11]([C:12]3[CH:13]=[CH:14][C:15]([OH:26])=[CH:16][C:17]=3[CH2:18][CH2:19]1)[CH2:10][CH2:9]2.O. Product: [CH3:7][C:8]12[CH2:9][CH2:10][CH:11]3[CH:20]([CH2:19][CH2:18][C:17]4[CH:16]=[C:15]([OH:26])[CH:14]=[CH:13][C:12]=43)[CH:21]1[CH2:22][CH2:23][C:24]2=[CH2:1]. The catalyst class is: 307. (2) Reactant: [CH3:1][C:2]1[CH:7]=[CH:6][C:5]([S:8]([O:11][C:12]2[C:21]3[C:16](=[CH:17][CH:18]=[CH:19][CH:20]=3)[C:15]([S:22]([O-:25])(=[O:24])=[O:23])=[CH:14][CH:13]=2)(=[O:10])=[O:9])=[CH:4][CH:3]=1.[Na+].[Cl-].[C:28]1([S+:34]([C:41]2[CH:46]=[CH:45][CH:44]=[CH:43][CH:42]=2)[C:35]2[CH:40]=[CH:39][CH:38]=[CH:37][CH:36]=2)[CH:33]=[CH:32][CH:31]=[CH:30][CH:29]=1. Product: [CH3:1][C:2]1[CH:3]=[CH:4][C:5]([S:8]([O:11][C:12]2[C:21]3[C:16](=[CH:17][CH:18]=[CH:19][CH:20]=3)[C:15]([S:22]([O-:25])(=[O:24])=[O:23])=[CH:14][CH:13]=2)(=[O:9])=[O:10])=[CH:6][CH:7]=1.[C:41]1([S+:34]([C:28]2[CH:29]=[CH:30][CH:31]=[CH:32][CH:33]=2)[C:35]2[CH:40]=[CH:39][CH:38]=[CH:37][CH:36]=2)[CH:42]=[CH:43][CH:44]=[CH:45][CH:46]=1. The catalyst class is: 4. (3) Reactant: Cl.O1CCOCC1.[NH2:8][CH2:9][C:10]1([C:23](=[O:36])[NH:24][CH2:25][C:26]2[CH:27]=[N:28][C:29]([C:32]([F:35])([F:34])[F:33])=[CH:30][CH:31]=2)[CH2:15][CH2:14][N:13](C(OC(C)(C)C)=O)[CH2:12][CH2:11]1. Product: [NH2:8][CH2:9][C:10]1([C:23]([NH:24][CH2:25][C:26]2[CH:27]=[N:28][C:29]([C:32]([F:35])([F:34])[F:33])=[CH:30][CH:31]=2)=[O:36])[CH2:15][CH2:14][NH:13][CH2:12][CH2:11]1. The catalyst class is: 5. (4) Reactant: P(OCCN([CH2:19][CH2:20][CH2:21][O:22][C:23]1[CH:32]=[C:31]2[C:26]([C:27]([NH:33][C:34]3[CH:38]=[C:37]([CH2:39][C:40]([NH:42][C:43]4[CH:48]=[C:47]([F:49])[CH:46]=[C:45]([F:50])[CH:44]=4)=[O:41])[NH:36][N:35]=3)=[N:28][CH:29]=[N:30]2)=[CH:25][C:24]=1[O:51][CH3:52])CC)(OC(C)(C)C)(OC(C)(C)C)=O.C(O)(=O)C.FC1C=C(C=C(F)C=1)N.[ClH:66].CN(C)CCCN=C=NCC.OC1C=CC=C[N+]=1[O-]. Product: [Cl:66][CH2:19][CH2:20][CH2:21][O:22][C:23]1[CH:32]=[C:31]2[C:26]([C:27]([NH:33][C:34]3[NH:35][N:36]=[C:37]([CH2:39][C:40]([NH:42][C:43]4[CH:48]=[C:47]([F:49])[CH:46]=[C:45]([F:50])[CH:44]=4)=[O:41])[CH:38]=3)=[N:28][CH:29]=[N:30]2)=[CH:25][C:24]=1[O:51][CH3:52]. The catalyst class is: 9. (5) Reactant: [CH:1](B1OC(C)(C)C(C)(C)O1)=[CH2:2].C(=O)([O-])[O-].[K+].[K+].[OH:18][C@@H:19]1[C@@H:24]([C:25]2[CH:30]=[CH:29][C:28](OS(C(F)(F)F)(=O)=O)=[CH:27][CH:26]=2)[C@H:23]([O:39][Si:40]([CH:47]([CH3:49])[CH3:48])([CH:44]([CH3:46])[CH3:45])[CH:41]([CH3:43])[CH3:42])[CH2:22][N:21]([C:50]([O:52][CH2:53][C:54]2[CH:59]=[CH:58][CH:57]=[CH:56][CH:55]=2)=[O:51])[CH2:20]1. Product: [OH:18][C@@H:19]1[C@@H:24]([C:25]2[CH:30]=[CH:29][C:28]([CH:1]=[CH2:2])=[CH:27][CH:26]=2)[C@H:23]([O:39][Si:40]([CH:47]([CH3:48])[CH3:49])([CH:44]([CH3:45])[CH3:46])[CH:41]([CH3:43])[CH3:42])[CH2:22][N:21]([C:50]([O:52][CH2:53][C:54]2[CH:59]=[CH:58][CH:57]=[CH:56][CH:55]=2)=[O:51])[CH2:20]1. The catalyst class is: 12. (6) Reactant: [CH:1](I)([CH3:3])[CH3:2].[Br:5][C:6]1[CH:25]=[CH:24][C:9]2[C:10]3[N:11]([CH:15]=[C:16]([C:18]4[NH:19][CH:20]=[C:21]([CH3:23])[N:22]=4)[N:17]=3)[CH2:12][CH2:13][O:14][C:8]=2[CH:7]=1.C(=O)([O-])[O-].[Cs+].[Cs+].O. Product: [Br:5][C:6]1[CH:25]=[CH:24][C:9]2[C:10]3[N:11]([CH:15]=[C:16]([C:18]4[N:19]([CH:1]([CH3:3])[CH3:2])[CH:20]=[C:21]([CH3:23])[N:22]=4)[N:17]=3)[CH2:12][CH2:13][O:14][C:8]=2[CH:7]=1. The catalyst class is: 9. (7) Reactant: Cl.Cl.[NH2:3][C@@H:4]1[CH2:9][CH2:8][CH2:7][NH:6][CH2:5]1.[Cl:10][C:11]1[N:20]=[C:19](Cl)[C:18]2[C:13](=[CH:14][CH:15]=[CH:16][CH:17]=2)[N:12]=1.C(N(C(C)C)CC)(C)C.C(N(CC)CC)C.[C:38](Cl)(=[O:40])[CH3:39]. Product: [Cl:10][C:11]1[N:20]=[C:19]([N:6]2[CH2:7][CH2:8][CH2:9][C@@H:4]([NH:3][C:38](=[O:40])[CH3:39])[CH2:5]2)[C:18]2[C:13](=[CH:14][CH:15]=[CH:16][CH:17]=2)[N:12]=1. The catalyst class is: 22.